This data is from Catalyst prediction with 721,799 reactions and 888 catalyst types from USPTO. The task is: Predict which catalyst facilitates the given reaction. (1) Reactant: OC(C(F)(F)F)=O.[F:8][C:9]1[CH:26]=[CH:25][C:12]([CH2:13][C:14]2[C:23]3[C:18](=[CH:19][CH:20]=[CH:21][CH:22]=3)[C:17](=[O:24])[NH:16][N:15]=2)=[CH:11][C:10]=1[C:27]([N:29]1[CH2:34][CH2:33][NH:32][CH2:31][CH2:30]1)=[O:28].[O:35]=[C:36]([C:40]1[CH:45]=[CH:44][CH:43]=[CH:42][CH:41]=1)[C:37](O)=[O:38].CCN(C(C)C)C(C)C.CN(C(ON1N=NC2C=CC=NC1=2)=[N+](C)C)C.F[P-](F)(F)(F)(F)F. Product: [F:8][C:9]1[CH:26]=[CH:25][C:12]([CH2:13][C:14]2[C:23]3[C:18](=[CH:19][CH:20]=[CH:21][CH:22]=3)[C:17](=[O:24])[NH:16][N:15]=2)=[CH:11][C:10]=1[C:27]([N:29]1[CH2:34][CH2:33][N:32]([C:37](=[O:38])[C:36]([C:40]2[CH:45]=[CH:44][CH:43]=[CH:42][CH:41]=2)=[O:35])[CH2:31][CH2:30]1)=[O:28]. The catalyst class is: 3. (2) Reactant: [C:1]([O:7][C:8]([CH3:11])([CH3:10])[CH3:9])(=[O:6])[CH2:2][C:3]([CH3:5])=O.[F:12][C:13]1[CH:14]=[C:15]([CH:18]=[CH:19][CH:20]=1)[CH:16]=O.[NH4+:21].[OH-:22]. Product: [F:12][C:13]1[CH:14]=[C:15]([CH:16]2[C:2]([C:1]([O:7][C:8]([CH3:11])([CH3:10])[CH3:9])=[O:6])=[C:3]([CH3:5])[NH:21][C:3]([CH3:5])=[C:2]2[C:1]([O:7][C:8]([CH3:11])([CH3:10])[CH3:9])=[O:22])[CH:18]=[CH:19][CH:20]=1. The catalyst class is: 271. (3) Reactant: [C:1]([O:5][C:6]([N:8]1[CH2:12][C@H:11]([OH:13])[CH2:10][C@@H:9]1[C:14]([OH:16])=[O:15])=[O:7])([CH3:4])([CH3:3])[CH3:2].N1C=CN=C1.CN(C1C=CC=CN=1)C.[Si:31](Cl)([C:34]([CH3:37])([CH3:36])[CH3:35])([CH3:33])[CH3:32]. Product: [C:1]([O:5][C:6]([N:8]1[CH2:12][C@H:11]([O:13][Si:31]([C:34]([CH3:37])([CH3:36])[CH3:35])([CH3:33])[CH3:32])[CH2:10][C@@H:9]1[C:14]([OH:16])=[O:15])=[O:7])([CH3:4])([CH3:2])[CH3:3]. The catalyst class is: 31. (4) Reactant: [NH2:1][C:2]1[CH:30]=[CH:29][C:5]2[NH:6][C:7]([C:12]3[C:13](=[O:28])[N:14]([CH2:23][CH2:24][CH:25]([CH3:27])[CH3:26])[C:15]4[C:20]([C:21]=3[OH:22])=[CH:19][CH:18]=[CH:17][N:16]=4)=[N:8][S:9](=[O:11])(=[O:10])[C:4]=2[CH:3]=1.[CH2:31]([S:35](Cl)(=[O:37])=[O:36])[CH2:32][CH2:33][CH3:34]. Product: [OH:22][C:21]1[C:20]2[C:15](=[N:16][CH:17]=[CH:18][CH:19]=2)[N:14]([CH2:23][CH2:24][CH:25]([CH3:27])[CH3:26])[C:13](=[O:28])[C:12]=1[C:7]1[NH:6][C:5]2[CH:29]=[CH:30][C:2]([NH:1][S:35]([CH2:31][CH2:32][CH2:33][CH3:34])(=[O:37])=[O:36])=[CH:3][C:4]=2[S:9](=[O:11])(=[O:10])[N:8]=1. The catalyst class is: 17. (5) Reactant: C([O:8][C:9]([C:11]1[NH:12][C:13]([CH3:24])=[C:14]([CH2:17][CH2:18][CH2:19][O:20][C:21](=[O:23])[CH3:22])[C:15]=1[CH3:16])=[O:10])C1C=CC=CC=1. Product: [C:21]([O:20][CH2:19][CH2:18][CH2:17][C:14]1[C:15]([CH3:16])=[C:11]([C:9]([OH:10])=[O:8])[NH:12][C:13]=1[CH3:24])(=[O:23])[CH3:22]. The catalyst class is: 123. (6) Reactant: [F:1][CH:2]([F:47])[C:3]1[CH:8]=[CH:7][C:6]([C:9]2[C:10]([C:14]([F:17])([F:16])[F:15])=[N:11][NH:12][CH:13]=2)=[CH:5][C:4]=1[CH:18]([S:23][CH:24]([C:29]1[CH:34]=[C:33]([C:35]2[C:36]([C:40]([F:43])([F:42])[F:41])=[N:37][NH:38][CH:39]=2)[CH:32]=[CH:31][C:30]=1[CH:44]([F:46])[F:45])[C:25]([F:28])([F:27])[F:26])[C:19]([F:22])([F:21])[F:20].ClC1C=CC=C(C(OO)=[O:56])C=1.S([O-])([O-])=O.[Na+].[Na+]. Product: [F:45][CH:44]([F:46])[C:30]1[CH:31]=[CH:32][C:33]([C:35]2[C:36]([C:40]([F:43])([F:42])[F:41])=[N:37][NH:38][CH:39]=2)=[CH:34][C:29]=1[CH:24]([S:23]([CH:18]([C:4]1[CH:5]=[C:6]([C:9]2[C:10]([C:14]([F:17])([F:16])[F:15])=[N:11][NH:12][CH:13]=2)[CH:7]=[CH:8][C:3]=1[CH:2]([F:1])[F:47])[C:19]([F:20])([F:21])[F:22])=[O:56])[C:25]([F:26])([F:27])[F:28]. The catalyst class is: 22. (7) Reactant: C(Cl)(=O)C(Cl)=O.[CH:7]([O:10][CH2:11][C:12]([OH:14])=O)([CH3:9])[CH3:8].[C:15]([C:19]1[CH:24]=[CH:23][C:22]([S:25]([NH:28][C:29]2[CH:34]=[CH:33][C:32]([Cl:35])=[CH:31][C:30]=2[C:36]([NH:38][NH2:39])=[O:37])(=[O:27])=[O:26])=[CH:21][CH:20]=1)([CH3:18])([CH3:17])[CH3:16]. Product: [C:15]([C:19]1[CH:24]=[CH:23][C:22]([S:25]([NH:28][C:29]2[CH:34]=[CH:33][C:32]([Cl:35])=[CH:31][C:30]=2[C:36]([NH:38][NH:39][C:12](=[O:14])[CH2:11][O:10][CH:7]([CH3:8])[CH3:9])=[O:37])(=[O:26])=[O:27])=[CH:21][CH:20]=1)([CH3:18])([CH3:16])[CH3:17]. The catalyst class is: 410. (8) Reactant: [CH3:1][O:2][C:3](=[O:11])[C:4]1[CH:9]=[CH:8][C:7]([OH:10])=[CH:6][CH:5]=1.[CH2:12](Br)[C:13]1[CH:18]=[CH:17][CH:16]=[CH:15][CH:14]=1.C(=O)([O-])[O-].[K+].[K+]. Product: [CH2:12]([O:10][C:7]1[CH:8]=[CH:9][C:4]([C:3]([O:2][CH3:1])=[O:11])=[CH:5][CH:6]=1)[C:13]1[CH:18]=[CH:17][CH:16]=[CH:15][CH:14]=1. The catalyst class is: 21. (9) Reactant: [CH3:1][O:2][C:3]1[C:8]([N+:9]([O-])=O)=[C:7]([NH:12][C:13]([C:15]2[O:19][N:18]=[C:17]([C:20]([CH3:23])([CH3:22])[CH3:21])[CH:16]=2)=O)[CH:6]=[C:5]([C:24]2[CH:29]=[CH:28][CH:27]=[CH:26][C:25]=2[C:30]([F:33])([F:32])[F:31])[N:4]=1. Product: [C:20]([C:17]1[CH:16]=[C:15]([C:13]2[NH:9][C:8]3[C:3]([O:2][CH3:1])=[N:4][C:5]([C:24]4[CH:29]=[CH:28][CH:27]=[CH:26][C:25]=4[C:30]([F:33])([F:32])[F:31])=[CH:6][C:7]=3[N:12]=2)[O:19][N:18]=1)([CH3:23])([CH3:22])[CH3:21]. The catalyst class is: 409. (10) Reactant: [Cl-].[Li+].C([Mg]Cl)(C)C.[S:8]1[CH:12]=[CH:11][N:10]=[CH:9]1.[C:13]([CH:16]1[CH2:20][CH2:19][N:18]([C:21]([O:23][C:24]([CH3:27])([CH3:26])[CH3:25])=[O:22])[CH2:17]1)(=[O:15])[CH3:14]. Product: [OH:15][C:13]([CH:16]1[CH2:20][CH2:19][N:18]([C:21]([O:23][C:24]([CH3:25])([CH3:27])[CH3:26])=[O:22])[CH2:17]1)([C:9]1[S:8][CH:12]=[CH:11][N:10]=1)[CH3:14]. The catalyst class is: 627.